Dataset: Forward reaction prediction with 1.9M reactions from USPTO patents (1976-2016). Task: Predict the product of the given reaction. (1) Given the reactants ClC1N=C(NNCC#C)N=C(NNCCC)N=1.Cl.CON.[CH2:22]([O:24][N:25](C)[C:26]1[N:31]=[C:30]([NH:32][CH2:33][CH2:34][CH3:35])[N:29]=[C:28]([NH:36][CH2:37][C:38]#[CH:39])[N:27]=1)C, predict the reaction product. The product is: [CH3:22][O:24][NH:25][C:26]1[N:27]=[C:28]([NH:36][CH2:37][CH2:38][CH3:39])[N:29]=[C:30]([NH:32][CH2:33][C:34]#[CH:35])[N:31]=1. (2) The product is: [CH2:9]([O:16][N:17]=[C:18]1[C:26]2[C:21](=[CH:22][C:23]([NH2:2])=[CH:24][CH:25]=2)[CH2:20][NH:19]1)[C:10]1[CH:15]=[CH:14][CH:13]=[CH:12][CH:11]=1. Given the reactants C(=O)(OC(C)(C)C)[NH2:2].[CH2:9]([O:16]/[N:17]=[C:18]1\[NH:19][CH2:20][C:21]2[C:26]\1=[CH:25][CH:24]=[C:23](Br)[CH:22]=2)[C:10]1[CH:15]=[CH:14][CH:13]=[CH:12][CH:11]=1.C([O-])([O-])=O.[Cs+].[Cs+].CC(C1C=C(C(C)C)C(C2C=CC=CC=2P(C2CCCCC2)C2CCCCC2)=C(C(C)C)C=1)C.C(O)(C(F)(F)F)=O, predict the reaction product. (3) Given the reactants [F:1][C:2]1[CH:11]=[C:10]2[C:5]([C@H:6]([NH:12][C:13]([C@@H:15]3[CH2:20][N:19]4[CH2:21][C@H:22]([O:24][CH2:25][C:26]([F:29])([F:28])[F:27])[CH2:23][C@@H:18]4[CH2:17][N:16]3C(OC(C)(C)C)=O)=[O:14])[CH2:7][CH2:8][O:9]2)=[CH:4][CH:3]=1.C(OCC)(=O)C.Cl.O.C(=O)([O-])O.[Na+], predict the reaction product. The product is: [F:1][C:2]1[CH:11]=[C:10]2[C:5]([C@H:6]([NH:12][C:13]([C@@H:15]3[CH2:20][N:19]4[CH2:21][C@H:22]([O:24][CH2:25][C:26]([F:27])([F:29])[F:28])[CH2:23][C@@H:18]4[CH2:17][NH:16]3)=[O:14])[CH2:7][CH2:8][O:9]2)=[CH:4][CH:3]=1.